This data is from Forward reaction prediction with 1.9M reactions from USPTO patents (1976-2016). The task is: Predict the product of the given reaction. (1) Given the reactants [CH3:1][C:2]1[CH:23]=[CH:22][C:5]([CH:6]=[N:7][NH:8][C:9]([C:11]2[NH:12][C:13]3[C:18]([C:19]=2[CH3:20])=[CH:17][C:16]([Cl:21])=[CH:15][CH:14]=3)=[O:10])=[CH:4][CH:3]=1.[BH4-].[Na+], predict the reaction product. The product is: [CH3:1][C:2]1[CH:3]=[CH:4][C:5]([CH2:6][NH:7][NH:8][C:9]([C:11]2[NH:12][C:13]3[C:18]([C:19]=2[CH3:20])=[CH:17][C:16]([Cl:21])=[CH:15][CH:14]=3)=[O:10])=[CH:22][CH:23]=1. (2) Given the reactants Br[C:2]1[CH:3]=[C:4]2[C:8](=[CH:9][CH:10]=1)[C:7](=[O:11])[CH2:6][CH2:5]2.C1(P(C2C=CC=CC=2)CCCP(C2C=CC=CC=2)C2C=CC=CC=2)C=CC=CC=1.[CH3:41][CH2:42][OH:43].C(N(CC)CC)C.CN([CH:54]=[O:55])C, predict the reaction product. The product is: [O:11]=[C:7]1[C:8]2[C:4](=[CH:3][C:2]([C:54]([O:43][CH2:42][CH3:41])=[O:55])=[CH:10][CH:9]=2)[CH2:5][CH2:6]1. (3) Given the reactants [CH3:1][N:2]1[C:11]2[C:6](=[CH:7][CH:8]=[CH:9][CH:10]=2)[CH2:5][CH2:4][CH2:3]1.[SH:12]([O:15]Cl)(=O)=[O:13].[Cl:17]CCl, predict the reaction product. The product is: [CH3:1][N:2]1[C:11]2[C:6](=[CH:7][CH:8]=[C:9]([S:12]([Cl:17])(=[O:15])=[O:13])[CH:10]=2)[CH2:5][CH2:4][CH2:3]1. (4) The product is: [CH2:1]([O:3][C:4]([C:6]1[C:11](=[O:12])[N:10]([CH2:40][C:39]2[CH:42]=[CH:43][C:36]([F:35])=[CH:37][CH:38]=2)[C:9]2[CH:13]=[CH:14][S:15][C:8]=2[C:7]=1[N:16]1[CH2:21][CH2:20][N:19]([C:22]([C:24]2[O:25][CH:26]=[CH:27][CH:28]=2)=[O:23])[CH2:18][CH2:17]1)=[O:5])[CH3:2]. Given the reactants [CH2:1]([O:3][C:4]([C:6]1[C:11](=[O:12])[NH:10][C:9]2[CH:13]=[CH:14][S:15][C:8]=2[C:7]=1[N:16]1[CH2:21][CH2:20][N:19]([C:22]([C:24]2[O:25][CH:26]=[CH:27][CH:28]=2)=[O:23])[CH2:18][CH2:17]1)=[O:5])[CH3:2].C([O-])([O-])=O.[Cs+].[Cs+].[F:35][C:36]1[CH:43]=[CH:42][C:39]([CH2:40]Br)=[CH:38][CH:37]=1, predict the reaction product. (5) The product is: [C:1]([C@@H:3]([NH:25][C:26]([C@@H:28]1[CH2:33][CH2:32][CH2:31][CH2:30][NH:29]1)=[O:27])[CH2:4][C:5]1[CH:10]=[CH:9][C:8]([C:11]2[CH:12]=[CH:13][C:14]3[O:18][C:17](=[O:19])[N:16]([CH2:20][CH2:21][O:22][CH3:23])[C:15]=3[CH:24]=2)=[CH:7][CH:6]=1)#[N:2]. Given the reactants [C:1]([C@@H:3]([NH:25][C:26]([C@@H:28]1[CH2:33][CH2:32][CH2:31][CH2:30][N:29]1C(OC(C)(C)C)=O)=[O:27])[CH2:4][C:5]1[CH:10]=[CH:9][C:8]([C:11]2[CH:12]=[CH:13][C:14]3[O:18][C:17](=[O:19])[N:16]([CH2:20][CH2:21][O:22][CH3:23])[C:15]=3[CH:24]=2)=[CH:7][CH:6]=1)#[N:2].C(OCC)C, predict the reaction product. (6) Given the reactants Cl[CH2:2][C:3]1[NH:4][C:5](=[O:17])[C:6]2[CH:11]=[N:10][N:9]([CH:12]3[CH2:16][CH2:15][CH2:14][CH2:13]3)[C:7]=2[N:8]=1.[NH2:18][CH2:19][CH2:20][OH:21], predict the reaction product. The product is: [CH:12]1([N:9]2[C:7]3[N:8]=[C:3]([CH2:2][NH:18][CH2:19][CH2:20][OH:21])[NH:4][C:5](=[O:17])[C:6]=3[CH:11]=[N:10]2)[CH2:16][CH2:15][CH2:14][CH2:13]1. (7) Given the reactants N1C=CC=CC=1.FC(F)(F)C(OC(=O)C(F)(F)F)=O.[C:20]1([C:26]2([C:38]3[CH:43]=[CH:42][CH:41]=[CH:40][CH:39]=3)[CH2:34][C:33]3[NH:32][N:31]=[C:30]([C:35]([NH2:37])=O)[C:29]=3[CH:28]=[CH:27]2)[CH:25]=[CH:24][CH:23]=[CH:22][CH:21]=1, predict the reaction product. The product is: [C:38]1([C:26]2([C:20]3[CH:25]=[CH:24][CH:23]=[CH:22][CH:21]=3)[CH2:34][C:33]3[NH:32][N:31]=[C:30]([C:35]#[N:37])[C:29]=3[CH:28]=[CH:27]2)[CH:39]=[CH:40][CH:41]=[CH:42][CH:43]=1. (8) Given the reactants Cl[C:2]1[CH:7]=[C:6]([N:8]2[CH2:13][CH2:12][O:11][CH2:10][C@H:9]2[CH3:14])[N:5]=[C:4]([NH2:15])[N:3]=1.[C:16]([C:18]1[CH:23]=[CH:22][C:21](B(O)O)=[CH:20][C:19]=1[F:27])#[N:17].C([O-])(O)=O.[Na+], predict the reaction product. The product is: [NH2:15][C:4]1[N:3]=[C:2]([C:21]2[CH:22]=[CH:23][C:18]([C:16]#[N:17])=[C:19]([F:27])[CH:20]=2)[CH:7]=[C:6]([N:8]2[CH2:13][CH2:12][O:11][CH2:10][C@H:9]2[CH3:14])[N:5]=1.